Dataset: Forward reaction prediction with 1.9M reactions from USPTO patents (1976-2016). Task: Predict the product of the given reaction. Given the reactants [F:1][C:2]1[CH:7]=[CH:6][CH:5]=[CH:4][C:3]=1[CH2:8][C:9]([OH:15])(O)[CH:10]([CH3:13])[CH2:11][OH:12].C(N(CC)CC)C.ClCCl.[C:26]1([CH3:36])[CH:31]=[CH:30][C:29]([S:32](Cl)(=[O:34])=[O:33])=[CH:28][CH:27]=1, predict the reaction product. The product is: [S:32]([C:29]1[CH:30]=[CH:31][C:26]([CH3:36])=[CH:27][CH:28]=1)([O:12][CH2:11][CH:10]([CH3:13])[CH:9]([OH:15])[CH2:8][C:3]1[CH:4]=[CH:5][CH:6]=[CH:7][C:2]=1[F:1])(=[O:34])=[O:33].